Task: Binary Classification. Given a miRNA mature sequence and a target amino acid sequence, predict their likelihood of interaction.. Dataset: Experimentally validated miRNA-target interactions with 360,000+ pairs, plus equal number of negative samples (1) The miRNA is mmu-miR-541-5p with sequence AAGGGAUUCUGAUGUUGGUCACACU. The protein sequence of the target gene is MEVVDETEALQRFFEGHDISGALEPSNIDTSILEEYIGKEDASDLCFPEISAPASTASFPHGPPAIPGSSGLHHLSPPGSGPSPGRHGPLPPPTYGTPLNCNNNNGMGTAPKPFLGGSGPPIKAEPKAPYAPGTLPDSPPDSGSEAYSPQQVNDPHLLRTITPETLCHVGVSSRLEHPPPPPAHLPGPPPPPPPPPHYPVLQRDLYMKAEPPVPPYAAMGPGLVPPELHHTQQTQVLHQLLQQHGAELPPHPSKKRKHSESPPNTLNAQMLNGMIKQEPGTVTALPPHPARAPSPPWPPQ.... Result: 0 (no interaction). (2) The miRNA is hsa-miR-1827 with sequence UGAGGCAGUAGAUUGAAU. The protein sequence of the target gene is MEADLSGFNIDAPRWDQRTFLGRVKHFLNITDPRTVFVSERELDWAKVMVEKSRMGVVPPGTQVEQLLYAKKLYDSAFHPDTGEKMNVIGRMSFQLPGGMIITGFMLQFYRTMPAVIFWQWVNQSFNALVNYTNRNAASPTSVRQMALSYFTATTTAVATAVGMNMLTKKAPPLVGRWVPFAAVAAANCVNIPMMRQQELIKGICVKDRNENEIGHSRRAAAIGITQVVISRITMSAPGMILLPVIMERLEKLHFMQKVKVLHAPLQVMLSGCFLIFMVPVACGLFPQKCELPVSYLEPK.... Result: 1 (interaction). (3) The miRNA is hsa-miR-5572 with sequence GUUGGGGUGCAGGGGUCUGCU. The protein sequence of the target gene is MLGAPDESSVRVAVRIRPQLAKEKIEGCHICTSVTPGEPQVFLGKDKAFTFDYVFDIDSQQEQIYIQCIEKLIEGCFEGYNATVFAYGQTGAGKTYTMGTGFDVNIVEEELGIISRAVKHLFKSIEEKKHIAIKNGLPAPDFKVNAQFLELYNEEVLDLFDTTRDIDAKSKKSNIRIHEDSTGGIYTVGVTTRTVNTESEMMQCLKLGALSRTTASTQMNVQSSRSHAIFTIHVCQTRVCPQIDADNATDNKIISESAQMNEFETLTAKFHFVDLAGSERLKRTGATGERAKEGISINCG.... Result: 0 (no interaction). (4) The miRNA is hsa-miR-6818-3p with sequence UUGUCUCUUGUUCCUCACACAG. The protein sequence of the target gene is MTEESEETVLYIEHRYVCSECNQLYGSLEEVLMHQNSHVPQQHFELVGVADPGVTVATDTASGTGLYQTLVQESQYQCLECGQLLMSPSQLLEHQELHLKMMAPQEAVPAEPSPKAPPLSSSTIHYECVDCKALFASQELWLNHRQTHLRATPTKAPAPVVLGSPVVLGPPVGQARVAVEHSYRKAEEGGEGATVPSAAATTTEVVTEVELLLYKCSECSQLFQLPADFLEHQATHFPAPVPESQEPALQQEVQASSPAEVPVSQPDPLPASDHSYELRNGEAIGRDRRGRRARRNNSGE.... Result: 1 (interaction).